From a dataset of Full USPTO retrosynthesis dataset with 1.9M reactions from patents (1976-2016). Predict the reactants needed to synthesize the given product. (1) Given the product [Cl:11][C:4]1[CH:3]=[C:2]([CH:27]=[CH2:28])[CH:10]=[CH:9][C:5]=1[C:6]([O:8][C:15]([CH3:18])([CH3:17])[CH3:16])=[O:7], predict the reactants needed to synthesize it. The reactants are: Br[C:2]1[CH:10]=[CH:9][C:5]([C:6]([OH:8])=[O:7])=[C:4]([Cl:11])[CH:3]=1.C(OC(O[C:15]([CH3:18])([CH3:17])[CH3:16])=O)(O[C:15]([CH3:18])([CH3:17])[CH3:16])=O.[CH3:27][CH2:28]N(CC)CC. (2) The reactants are: [Cl:1][C:2]1[CH:13]=[CH:12][C:5]([CH2:6][CH:7]([C:10]#[N:11])[C:8]#[N:9])=[CH:4][CH:3]=1.[H-].[Na+].[H][H].Br[CH2:19][CH:20]1[CH2:22][CH2:21]1.Cl. Given the product [Cl:1][C:2]1[CH:3]=[CH:4][C:5]([CH2:6][C:7]([CH2:19][CH:20]2[CH2:22][CH2:21]2)([C:8]#[N:9])[C:10]#[N:11])=[CH:12][CH:13]=1, predict the reactants needed to synthesize it.